Dataset: Forward reaction prediction with 1.9M reactions from USPTO patents (1976-2016). Task: Predict the product of the given reaction. (1) The product is: [C:1]([O:5][C:6]([N:8]([CH2:25][CH:26]1[CH2:27][CH2:28]1)[C:9]1[CH:14]=[C:13]([C:15]2[O:16][CH:17]=[C:18]([C:20]([OH:22])=[O:21])[N:19]=2)[CH:12]=[CH:11][N:10]=1)=[O:7])([CH3:4])([CH3:2])[CH3:3]. Given the reactants [C:1]([O:5][C:6]([N:8]([CH2:25][CH:26]1[CH2:28][CH2:27]1)[C:9]1[CH:14]=[C:13]([C:15]2[O:16][CH:17]=[C:18]([C:20]([O:22]CC)=[O:21])[N:19]=2)[CH:12]=[CH:11][N:10]=1)=[O:7])([CH3:4])([CH3:3])[CH3:2].[OH-].[Na+].C(O)C.Cl, predict the reaction product. (2) Given the reactants [NH:1]1[CH:5]=[CH:4][N:3]=[C:2]1[NH:6][C:7]1[CH:8]=[C:9]([NH:14][C:15](=[O:22])[C:16]2[CH:21]=[CH:20][CH:19]=[CH:18][CH:17]=2)[CH:10]=[CH:11][C:12]=1[CH3:13].Cl[C:24]1[C:25]2[CH:32]=[CH:31][N:30](S(C3C=CC(C)=CC=3)(=O)=O)[C:26]=2[N:27]=[CH:28][N:29]=1.CCN(C(C)C)C(C)C.CCCC[N+](CCCC)(CCCC)CCCC.[F-], predict the reaction product. The product is: [CH3:13][C:12]1[CH:11]=[CH:10][C:9]([NH:14][C:15](=[O:22])[C:16]2[CH:17]=[CH:18][CH:19]=[CH:20][CH:21]=2)=[CH:8][C:7]=1[NH:6][C:2]1[N:1]([C:24]2[C:25]3[CH:32]=[CH:31][NH:30][C:26]=3[N:27]=[CH:28][N:29]=2)[CH:5]=[CH:4][N:3]=1. (3) Given the reactants [CH2:1]([O:8][CH2:9][C@H:10]1[CH2:15][CH2:14][C@H:13]2[C@H:16]3[C@H:26]([CH2:27][CH2:28][C@:11]12[CH3:12])[C@:24]1([CH3:25])[C@H:19]([CH2:20][C@@H:21]([O:29]COC)[CH2:22][CH2:23]1)[C@H:18]([O:33][CH3:34])[CH2:17]3)[C:2]1[CH:7]=[CH:6][CH:5]=[CH:4][CH:3]=1.Cl.C([O-])(O)=O.[Na+], predict the reaction product. The product is: [CH2:1]([O:8][CH2:9][C@H:10]1[CH2:15][CH2:14][C@H:13]2[C@H:16]3[C@H:26]([CH2:27][CH2:28][C@:11]12[CH3:12])[C@:24]1([CH3:25])[C@H:19]([CH2:20][C@@H:21]([OH:29])[CH2:22][CH2:23]1)[C@H:18]([O:33][CH3:34])[CH2:17]3)[C:2]1[CH:3]=[CH:4][CH:5]=[CH:6][CH:7]=1. (4) Given the reactants [H-].[Na+].[Br:3][C:4]1[CH:5]=[CH:6][C:7]2[NH:8][C:9]3[C:14]([C:15]=2[CH:16]=1)=[CH:13][C:12]([Br:17])=[CH:11][CH:10]=3.[O:18]1[CH2:20][CH:19]1[CH2:21][CH2:22][NH:23][C:24]1[CH:29]=[CH:28][CH:27]=[CH:26][CH:25]=1, predict the reaction product. The product is: [Br:17][C:12]1[CH:11]=[CH:10][C:9]2[N:8]([CH2:20][CH:19]([OH:18])[CH2:21][CH2:22][NH:23][C:24]3[CH:29]=[CH:28][CH:27]=[CH:26][CH:25]=3)[C:7]3[C:15]([C:14]=2[CH:13]=1)=[CH:16][C:4]([Br:3])=[CH:5][CH:6]=3. (5) Given the reactants [Cl:1][C:2]1[N:7]=[C:6]([C:8]([OH:10])=O)[CH:5]=[C:4]([N:11]2[CH2:16][CH2:15][CH:14]([NH:17][C:18]([C:20]3[NH:21][C:22]([CH3:27])=[C:23]([Cl:26])[C:24]=3[Cl:25])=[O:19])[CH2:13][CH2:12]2)[N:3]=1.[NH3:28], predict the reaction product. The product is: [Cl:1][C:2]1[N:7]=[C:6]([C:8]([NH2:28])=[O:10])[CH:5]=[C:4]([N:11]2[CH2:16][CH2:15][CH:14]([NH:17][C:18]([C:20]3[NH:21][C:22]([CH3:27])=[C:23]([Cl:26])[C:24]=3[Cl:25])=[O:19])[CH2:13][CH2:12]2)[N:3]=1. (6) Given the reactants [CH2:1]([N:8]1[C:13](=[O:14])[CH:12]=[C:11]([S:15][CH2:16][CH:17](OC)OC)[NH:10][C:9]1=[O:22])[C:2]1[CH:7]=[CH:6][CH:5]=[CH:4][CH:3]=1.C1(C)C=CC(S(O)(=O)=O)=CC=1, predict the reaction product. The product is: [CH2:1]([N:8]1[C:13](=[O:14])[CH:12]=[C:11]2[S:15][CH:16]=[CH:17][N:10]2[C:9]1=[O:22])[C:2]1[CH:7]=[CH:6][CH:5]=[CH:4][CH:3]=1. (7) Given the reactants [Cl:1][C:2]1[CH:3]=[CH:4][C:5]([N+:31]([O-])=O)=[C:6]([NH:8][C:9]2[N:17]=[C:16]3[C:12]([N:13]=[C:14]([CH3:24])[N:15]3[CH:18]3[CH2:23][CH2:22][O:21][CH2:20][CH2:19]3)=[C:11]([C:25]3[CH:30]=[CH:29][N:28]=[CH:27][CH:26]=3)[N:10]=2)[CH:7]=1.C(O)(=O)C.O.[OH-].[NH4+], predict the reaction product. The product is: [Cl:1][C:2]1[CH:7]=[C:6]([NH:8][C:9]2[N:17]=[C:16]3[C:12]([N:13]=[C:14]([CH3:24])[N:15]3[CH:18]3[CH2:23][CH2:22][O:21][CH2:20][CH2:19]3)=[C:11]([C:25]3[CH:26]=[CH:27][N:28]=[CH:29][CH:30]=3)[N:10]=2)[C:5]([NH2:31])=[CH:4][CH:3]=1.